From a dataset of Full USPTO retrosynthesis dataset with 1.9M reactions from patents (1976-2016). Predict the reactants needed to synthesize the given product. (1) Given the product [C:26]([N:29]1[CH2:33][CH2:32][N:31]([C:2]2[CH:7]=[CH:6][C:5]([C:8]([N:10]3[CH2:15][CH2:14][N:13]([C:16]4[C:21]([CH3:22])=[CH:20][C:19]([CH2:23][CH3:24])=[CH:18][N:17]=4)[CH2:12][CH2:11]3)=[O:9])=[C:4]([F:25])[CH:3]=2)[C:30]1=[O:34])(=[O:28])[CH3:27], predict the reactants needed to synthesize it. The reactants are: Br[C:2]1[CH:7]=[CH:6][C:5]([C:8]([N:10]2[CH2:15][CH2:14][N:13]([C:16]3[C:21]([CH3:22])=[CH:20][C:19]([CH2:23][CH3:24])=[CH:18][N:17]=3)[CH2:12][CH2:11]2)=[O:9])=[C:4]([F:25])[CH:3]=1.[C:26]([N:29]1[CH2:33][CH2:32][NH:31][C:30]1=[O:34])(=[O:28])[CH3:27]. (2) The reactants are: [CH3:1]C(C[AlH]CC(C)C)C.[C:10]([Si:16]1([CH3:20])[CH2:19][CH2:18][CH2:17]1)#[C:11][CH2:12][CH2:13][CH2:14][CH3:15].[F-].[Na+].O. Given the product [CH:10](/[Si:16]1([CH3:20])[CH2:17][CH2:18][CH2:19]1)=[CH:11]/[CH2:12][CH2:13][CH2:14][CH2:15][CH3:1], predict the reactants needed to synthesize it. (3) Given the product [Cl:1][C:2]1[CH:7]=[CH:6][C:5]([N:8]2[CH2:13][CH2:12][N:11]([C:14](=[O:26])[CH2:15][N:16]3[C:24]([C:33]4[O:32][CH:31]=[CH:30][N:34]=4)=[C:23]4[C:18]([N:19]=[CH:20][CH:21]=[CH:22]4)=[N:17]3)[CH2:10][CH2:9]2)=[CH:4][C:3]=1[O:27][CH3:28], predict the reactants needed to synthesize it. The reactants are: [Cl:1][C:2]1[CH:7]=[CH:6][C:5]([N:8]2[CH2:13][CH2:12][N:11]([C:14](=[O:26])[CH2:15][N:16]3[C:24](I)=[C:23]4[C:18]([N:19]=[CH:20][CH:21]=[CH:22]4)=[N:17]3)[CH2:10][CH2:9]2)=[CH:4][C:3]=1[O:27][CH3:28].C1[CH2:33][O:32][CH2:31][CH2:30]1.[NH4+:34].[Cl-]. (4) The reactants are: [N:1]1[C:2]([C:10]([OH:12])=O)=[CH:3][N:4]2[CH:9]=[CH:8][CH:7]=[CH:6][C:5]=12.[Cl:13][C:14]1[CH:23]=[C:22]2[C:17]([C:18]([N:24]3[CH2:29][CH2:28][N:27]([CH2:30][CH2:31][CH2:32][CH2:33][NH2:34])[CH2:26][CH2:25]3)=[CH:19][CH:20]=[N:21]2)=[CH:16][CH:15]=1. Given the product [Cl:13][C:14]1[CH:23]=[C:22]2[C:17]([C:18]([N:24]3[CH2:25][CH2:26][N:27]([CH2:30][CH2:31][CH2:32][CH2:33][NH:34][C:10]([C:2]4[N:1]=[C:5]5[CH:6]=[CH:7][CH:8]=[CH:9][N:4]5[CH:3]=4)=[O:12])[CH2:28][CH2:29]3)=[CH:19][CH:20]=[N:21]2)=[CH:16][CH:15]=1, predict the reactants needed to synthesize it. (5) Given the product [Br:1][CH2:2][C@@:3]([OH:16])([CH3:15])[C:4]([NH:6][C:7]1[CH:12]=[CH:11][C:10]([OH:13])=[CH:9][CH:8]=1)=[O:5], predict the reactants needed to synthesize it. The reactants are: [Br:1][CH2:2][C@@:3]([OH:16])([CH3:15])[C:4]([NH:6][C:7]1[CH:12]=[CH:11][C:10]([O:13]C)=[CH:9][CH:8]=1)=[O:5].B(Br)(Br)Br. (6) Given the product [CH3:27][C:24]1[CH:23]=[CH:22][C:21]([NH:20][C:18]2[CH:17]=[C:16]([N:28]3[CH2:29][CH2:30][CH2:31][CH2:32][CH2:33]3)[N:15]=[C:14]([N:11]3[CH2:10][CH2:9][NH:8][CH2:13][CH2:12]3)[N:19]=2)=[CH:26][CH:25]=1, predict the reactants needed to synthesize it. The reactants are: C([N:8]1[CH2:13][CH2:12][N:11]([C:14]2[N:19]=[C:18]([NH:20][C:21]3[CH:26]=[CH:25][C:24]([CH3:27])=[CH:23][CH:22]=3)[CH:17]=[C:16]([N:28]3[CH2:33][CH2:32][CH2:31][CH2:30][CH2:29]3)[N:15]=2)[CH2:10][CH2:9]1)C1C=CC=CC=1.C([O-])=O.[NH4+]. (7) Given the product [C:1]([O:5][C:6](=[O:22])[N:7]([CH3:24])[CH2:8][C:9]#[C:10][C:11]1[CH:12]=[CH:13][C:14]([O:17][C:18]([F:20])([F:21])[F:19])=[CH:15][CH:16]=1)([CH3:4])([CH3:2])[CH3:3], predict the reactants needed to synthesize it. The reactants are: [C:1]([O:5][C:6](=[O:22])[NH:7][CH2:8][C:9]#[C:10][C:11]1[CH:16]=[CH:15][C:14]([O:17][C:18]([F:21])([F:20])[F:19])=[CH:13][CH:12]=1)([CH3:4])([CH3:3])[CH3:2].I[CH3:24].[H-].[Na+]. (8) Given the product [CH3:18][N:19]([CH2:13][CH:11]1[O:12][CH:6]2[CH:7]([N:8]=[C:4]([NH:3][CH2:1][CH3:2])[S:5]2)[CH:9]([OH:16])[CH:10]1[OH:15])[CH3:20], predict the reactants needed to synthesize it. The reactants are: [CH2:1]([NH:3][C:4]1[S:5][C@H:6]2[O:12][C@H:11]([CH:13]=O)[C@@H:10]([OH:15])[C@H:9]([OH:16])[C@H:7]2[N:8]=1)[CH3:2].Cl.[CH3:18][NH:19][CH3:20].C([BH3-])#N.[Na+].CO.C(Cl)Cl.